From a dataset of NCI-60 drug combinations with 297,098 pairs across 59 cell lines. Regression. Given two drug SMILES strings and cell line genomic features, predict the synergy score measuring deviation from expected non-interaction effect. Drug 1: CC1OCC2C(O1)C(C(C(O2)OC3C4COC(=O)C4C(C5=CC6=C(C=C35)OCO6)C7=CC(=C(C(=C7)OC)O)OC)O)O. Drug 2: COC1=C2C(=CC3=C1OC=C3)C=CC(=O)O2. Cell line: COLO 205. Synergy scores: CSS=53.3, Synergy_ZIP=-1.41, Synergy_Bliss=-3.02, Synergy_Loewe=-24.8, Synergy_HSA=-2.11.